Task: Predict the reactants needed to synthesize the given product.. Dataset: Full USPTO retrosynthesis dataset with 1.9M reactions from patents (1976-2016) (1) Given the product [F:1][C:2]1[CH:3]=[CH:4][C:5]([C@@H:8]2[CH2:9][O:10][C@H:11]([CH3:14])[CH2:12][N:13]2[C:16]2[N:26]=[CH:25][C:19]3[O:20][CH2:21][C:22](=[O:24])[NH:23][C:18]=3[CH:17]=2)=[CH:6][CH:7]=1, predict the reactants needed to synthesize it. The reactants are: [F:1][C:2]1[CH:7]=[CH:6][C:5]([C@H:8]2[NH:13][CH2:12][C@@H:11]([CH3:14])[O:10][CH2:9]2)=[CH:4][CH:3]=1.Cl[C:16]1[N:26]=[CH:25][C:19]2[O:20][CH2:21][C:22](=[O:24])[NH:23][C:18]=2[CH:17]=1. (2) Given the product [CH2:1]([O:4][C:5]1[CH:10]=[C:9]([Cl:11])[C:8]([CH2:12][C:13]2[CH:18]=[CH:17][C:16]([O:19][CH2:20][CH3:21])=[CH:15][CH:14]=2)=[CH:7][C:6]=1[CH:22]1[C@H:27]([OH:28])[C@@H:26]([OH:29])[C@H:25]([OH:30])[C@@H:24]([CH2:31][OH:32])[O:23]1)[CH:2]=[CH2:3], predict the reactants needed to synthesize it. The reactants are: [CH2:1]([O:4][C:5]1[CH:10]=[C:9]([Cl:11])[C:8]([CH2:12][C:13]2[CH:18]=[CH:17][C:16]([O:19][CH2:20][CH3:21])=[CH:15][CH:14]=2)=[CH:7][C:6]=1[C:22]1(OC)[C@H:27]([OH:28])[C@@H:26]([OH:29])[C@H:25]([OH:30])[C@@H:24]([CH2:31][OH:32])[O:23]1)[CH:2]=[CH2:3].C([SiH](CC)CC)C.B(F)(F)F.CCOCC.C([O-])(O)=O.[Na+]. (3) Given the product [C:20]([O:19][C:17]([NH:1][C@H:2]([C:11]([O:13][CH:14]([CH3:16])[CH3:15])=[O:12])[CH2:3][C:4]1[CH:9]=[CH:8][C:7]([OH:10])=[CH:6][CH:5]=1)=[O:18])([CH3:23])([CH3:22])[CH3:21], predict the reactants needed to synthesize it. The reactants are: [NH2:1][C@H:2]([C:11]([O:13][CH:14]([CH3:16])[CH3:15])=[O:12])[CH2:3][C:4]1[CH:9]=[CH:8][C:7]([OH:10])=[CH:6][CH:5]=1.[C:17](O[C:17]([O:19][C:20]([CH3:23])([CH3:22])[CH3:21])=[O:18])([O:19][C:20]([CH3:23])([CH3:22])[CH3:21])=[O:18].C(N(CC)CC)C. (4) Given the product [C:12]1([S:11][C:8]2[S:7][C:6]([C:4]([OH:5])=[O:3])=[N:10][N:9]=2)[CH:13]=[CH:14][CH:15]=[CH:16][CH:17]=1, predict the reactants needed to synthesize it. The reactants are: C([O:3][C:4]([C:6]1[S:7][C:8]([S:11][C:12]2[CH:17]=[CH:16][CH:15]=[CH:14][CH:13]=2)=[N:9][N:10]=1)=[O:5])C.[OH-].[Na+]. (5) Given the product [Br:1][C:2]1[S:3][C:4]2[CH:10]=[C:9]([CH2:11][OH:12])[CH:8]=[C:7]([F:15])[C:5]=2[N:6]=1, predict the reactants needed to synthesize it. The reactants are: [Br:1][C:2]1[S:3][C:4]2[CH:10]=[C:9]([C:11](OC)=[O:12])[CH:8]=[C:7]([F:15])[C:5]=2[N:6]=1.CC(C[Al]CC(C)C)C. (6) Given the product [CH2:35]([O:37][C:38]([C@@H:40]1[CH2:45][CH2:44][CH2:43][N:42]([C:31]([CH:28]2[CH2:27][CH2:26][CH:25]([NH:24][C:20]3[N:19]=[C:18]([N:13]4[C:14]5[C:10](=[C:9]([O:8][CH2:7][CH2:6][CH2:5][S:2]([CH3:1])(=[O:3])=[O:4])[CH:17]=[CH:16][CH:15]=5)[CH:11]=[CH:12]4)[CH:23]=[CH:22][N:21]=3)[CH2:30][CH2:29]2)=[O:32])[CH2:41]1)=[O:39])[CH3:36], predict the reactants needed to synthesize it. The reactants are: [CH3:1][S:2]([CH2:5][CH2:6][CH2:7][O:8][C:9]1[CH:17]=[CH:16][CH:15]=[C:14]2[C:10]=1[CH:11]=[CH:12][N:13]2[C:18]1[CH:23]=[CH:22][N:21]=[C:20]([NH:24][CH:25]2[CH2:30][CH2:29][CH:28]([C:31]([O-])=[O:32])[CH2:27][CH2:26]2)[N:19]=1)(=[O:4])=[O:3].[Na+].[CH2:35]([O:37][C:38]([C@@H:40]1[CH2:45][CH2:44][CH2:43][NH:42][CH2:41]1)=[O:39])[CH3:36].F[P-](F)(F)(F)(F)F.N1(O[P+](N(C)C)(N(C)C)N(C)C)C2C=CC=CC=2N=N1.CCN(C(C)C)C(C)C. (7) Given the product [F:28][C:29]1[CH:59]=[CH:58][C:32]([CH2:33][Br:27])=[CH:31][CH:30]=1, predict the reactants needed to synthesize it. The reactants are: N1CCC(C2C3C(=CC=CC=3)NC=2)CC1.C(OC(C1OC(C[Br:27])=CC=1)=O)C.[F:28][C:29]1[CH:59]=[CH:58][C:32]([CH2:33]N2C3C(=CC=CC=3)C(C3CCN(CC4OC(C(O)=O)=CC=4)CC3)=C2)=[CH:31][CH:30]=1.